This data is from Forward reaction prediction with 1.9M reactions from USPTO patents (1976-2016). The task is: Predict the product of the given reaction. (1) Given the reactants [F:1][C:2]1[CH:7]=[CH:6][C:5]([O:8][CH3:9])=[CH:4][C:3]=1[C:10]1[CH:15]=[CH:14][C:13]([C:16]([O:18][CH3:19])=[O:17])=[CH:12][C:11]=1[CH:20]([OH:26])[C:21]([CH3:25])([CH3:24])[CH2:22][CH3:23].[H-].[Na+].I[CH3:30], predict the reaction product. The product is: [CH3:24][C:21]([CH3:25])([CH2:22][CH3:23])[CH:20]([C:11]1[CH:12]=[C:13]([C:16]([O:18][CH3:19])=[O:17])[CH:14]=[CH:15][C:10]=1[C:3]1[CH:4]=[C:5]([O:8][CH3:9])[CH:6]=[CH:7][C:2]=1[F:1])[O:26][CH3:30]. (2) Given the reactants [N:1]1([C:5]([C:7]2[CH:13]=[CH:12][C:10]([NH2:11])=[CH:9][CH:8]=2)=[O:6])[CH2:4][CH2:3][CH2:2]1.Cl[C:15]1[N:16]=[C:17]([NH:34][CH2:35][C:36]([F:39])([F:38])[F:37])[C:18]2[CH:23]=[CH:22][N:21](S(C3C=CC(C)=CC=3)(=O)=O)[C:19]=2[N:20]=1.C(=O)([O-])[O-].[K+].[K+].C1(P(C2CCCCC2)C2C=CC=CC=2C2C(C(C)C)=CC(C(C)C)=CC=2C(C)C)CCCCC1, predict the reaction product. The product is: [N:1]1([C:5]([C:7]2[CH:13]=[CH:12][C:10]([NH:11][C:15]3[NH:20][C:19]4=[N:21][CH:22]=[CH:23][C:18]4=[C:17]([NH:34][CH2:35][C:36]([F:38])([F:37])[F:39])[N:16]=3)=[CH:9][CH:8]=2)=[O:6])[CH2:4][CH2:3][CH2:2]1. (3) Given the reactants [CH3:1][O:2][C:3]1[CH:8]=[CH:7][C:6]([S:9][CH2:10][CH2:11][CH2:12][C:13]([OH:15])=O)=[CH:5][CH:4]=1.NC1C2C(=CC=CC=2)C=CN=1.[F:27][C:28]1[CH:33]=[CH:32][C:31]([S:34][CH2:35][CH2:36][CH2:37][C:38]([NH:40][C:41]2[C:50]3[C:45](=[CH:46][CH:47]=[CH:48][CH:49]=3)[CH:44]=[CH:43][N:42]=2)=[O:39])=[CH:30][CH:29]=1.[H-].[Na+].IC, predict the reaction product. The product is: [F:27][C:28]1[CH:33]=[CH:32][C:31]([S:34][CH2:35][CH2:36][CH2:37][C:38]([NH:40][C:41]2[C:50]3[C:45](=[CH:46][CH:47]=[CH:48][CH:49]=3)[CH:44]=[CH:43][N:42]=2)=[O:39])=[CH:30][CH:29]=1.[C:41]1([N:40]([CH3:38])[C:13](=[O:15])[CH2:12][CH2:11][CH2:10][S:9][C:6]2[CH:5]=[CH:4][C:3]([O:2][CH3:1])=[CH:8][CH:7]=2)[C:50]2[C:45](=[CH:46][CH:47]=[CH:48][CH:49]=2)[CH:44]=[CH:43][N:42]=1. (4) The product is: [CH2:1]([O:8][C:9]1[CH:14]=[CH:13][N:12]([CH2:15][C:16]([C:18]2[CH:23]=[CH:22][C:21]([CH2:24][N:28]3[CH2:32][CH2:31][CH2:30][CH2:29]3)=[C:20]([F:26])[CH:19]=2)=[O:17])[C:11](=[O:27])[CH:10]=1)[C:2]1[CH:7]=[CH:6][CH:5]=[CH:4][CH:3]=1. Given the reactants [CH2:1]([O:8][C:9]1[CH:14]=[CH:13][N:12]([CH2:15][C:16]([C:18]2[CH:23]=[CH:22][C:21]([CH2:24]Br)=[C:20]([F:26])[CH:19]=2)=[O:17])[C:11](=[O:27])[CH:10]=1)[C:2]1[CH:7]=[CH:6][CH:5]=[CH:4][CH:3]=1.[NH:28]1[CH2:32][CH2:31][CH2:30][CH2:29]1, predict the reaction product. (5) Given the reactants [C:1]([C:3]1[CH:4]=[CH:5][C:6]([C:9]([NH:11][C:12]2[N:17]=[C:16]([C@:18]3([CH3:36])[CH2:23][C@@H:22]([C:24]([F:27])([F:26])[F:25])[O:21][C:20]([NH:28]C(=O)OC(C)(C)C)=[N:19]3)[C:15]([F:37])=[CH:14][CH:13]=2)=[O:10])=[N:7][CH:8]=1)#[N:2].C(O)(C(F)(F)F)=O.CO, predict the reaction product. The product is: [NH2:28][C:20]1[O:21][C@H:22]([C:24]([F:25])([F:27])[F:26])[CH2:23][C@:18]([C:16]2[N:17]=[C:12]([NH:11][C:9](=[O:10])[C:6]3[CH:5]=[CH:4][C:3]([C:1]#[N:2])=[CH:8][N:7]=3)[CH:13]=[CH:14][C:15]=2[F:37])([CH3:36])[N:19]=1. (6) Given the reactants [CH3:1][O:2][C:3]1[CH:23]=[CH:22][C:6]([CH2:7][NH:8][S:9]([C:12]2[CH:21]=[CH:20][C:15]([C:16]([O:18]C)=[O:17])=[CH:14][CH:13]=2)(=[O:11])=[O:10])=[CH:5][CH:4]=1.Br[CH2:25][C:26]1[CH:31]=[CH:30][CH:29]=[CH:28][C:27]=1[F:32], predict the reaction product. The product is: [F:32][C:27]1[CH:28]=[CH:29][CH:30]=[CH:31][C:26]=1[CH2:25][N:8]([CH2:7][C:6]1[CH:22]=[CH:23][C:3]([O:2][CH3:1])=[CH:4][CH:5]=1)[S:9]([C:12]1[CH:13]=[CH:14][C:15]([C:16]([OH:18])=[O:17])=[CH:20][CH:21]=1)(=[O:10])=[O:11].